Predict the product of the given reaction. From a dataset of Forward reaction prediction with 1.9M reactions from USPTO patents (1976-2016). (1) Given the reactants [F:1][C:2]1[CH:3]=[C:4]([N:14]2[CH2:18][C@H:17]([CH2:19][NH:20][C:21](=[O:33])[CH2:22][CH2:23][C:24]([C:26]3[CH:31]=[CH:30][C:29]([Cl:32])=[CH:28][CH:27]=3)=[O:25])[O:16][C:15]2=[O:34])[CH:5]=[CH:6][C:7]=1[N:8]1[CH2:13][CH2:12][O:11][CH2:10][CH2:9]1.C1C=C(Cl)C=C(C(OO)=[O:43])C=1, predict the reaction product. The product is: [F:1][C:2]1[CH:3]=[C:4]([N:14]2[CH2:18][C@@H:17]([CH2:19][NH+:20]([O-:43])[C:21](=[O:33])[CH2:22][CH2:23][C:24]([C:26]3[CH:27]=[CH:28][C:29]([Cl:32])=[CH:30][CH:31]=3)=[O:25])[O:16][C:15]2=[O:34])[CH:5]=[CH:6][C:7]=1[N:8]1[CH2:9][CH2:10][O:11][CH2:12][CH2:13]1. (2) Given the reactants [CH2:1]([O:3][C:4]([C:6]1[NH:19][C:9]2=[CH:10][N:11]=[C:12]([O:14][CH2:15][CH2:16][O:17][CH3:18])[CH:13]=[C:8]2[CH:7]=1)=[O:5])[CH3:2].CN(C=O)C.Br[CH2:26][C:27]1[S:31][C:30]2[CH:32]=[C:33]([Cl:36])[CH:34]=[CH:35][C:29]=2[CH:28]=1, predict the reaction product. The product is: [CH2:1]([O:3][C:4]([C:6]1[N:19]([CH2:26][C:27]2[S:31][C:30]3[CH:32]=[C:33]([Cl:36])[CH:34]=[CH:35][C:29]=3[CH:28]=2)[C:9]2=[CH:10][N:11]=[C:12]([O:14][CH2:15][CH2:16][O:17][CH3:18])[CH:13]=[C:8]2[CH:7]=1)=[O:5])[CH3:2]. (3) Given the reactants Cl.Cl.Cl.[O:4]1[C:12]2[CH:11]=[CH:10][N:9]=[C:8]([N:13]3[CH2:18][CH2:17][N:16]([CH2:19][CH2:20][C@H:21]4[CH2:26][CH2:25][C@H:24]([NH2:27])[CH2:23][CH2:22]4)[CH2:15][CH2:14]3)[C:7]=2[CH2:6][CH2:5]1.[Cl:28][C:29]1[CH:37]=[C:36]([Cl:38])[CH:35]=[CH:34][C:30]=1[C:31](O)=[O:32], predict the reaction product. The product is: [Cl:28][C:29]1[CH:37]=[C:36]([Cl:38])[CH:35]=[CH:34][C:30]=1[C:31]([NH:27][C@H:24]1[CH2:25][CH2:26][C@H:21]([CH2:20][CH2:19][N:16]2[CH2:17][CH2:18][N:13]([C:8]3[C:7]4[CH2:6][CH2:5][O:4][C:12]=4[CH:11]=[CH:10][N:9]=3)[CH2:14][CH2:15]2)[CH2:22][CH2:23]1)=[O:32]. (4) Given the reactants [C:1]([O:4][CH2:5][C:6]1[C:7]([N:21]2[CH2:26][CH2:25][N:24]3[C:27]4[CH2:32][C:31]([CH3:34])([CH3:33])[CH2:30][C:28]=4[CH:29]=[C:23]3[C:22]2=[O:35])=[N:8][CH:9]=[CH:10][C:11]=1B1OC(C)(C)C(C)(C)O1)(=[O:3])[CH3:2].Cl[C:37]1[CH:42]=[CH:41][N:40]=[C:39]2[NH:43][C:44]([C:46]3[CH:47]=[N:48][N:49]([CH3:51])[CH:50]=3)=[N:45][C:38]=12.CC([O-])=O.[Na+].[O-]P([O-])([O-])=O.[K+].[K+].[K+], predict the reaction product. The product is: [C:1]([O:4][CH2:5][C:6]1[C:7]([N:21]2[CH2:26][CH2:25][N:24]3[C:27]4[CH2:32][C:31]([CH3:34])([CH3:33])[CH2:30][C:28]=4[CH:29]=[C:23]3[C:22]2=[O:35])=[N:8][CH:9]=[CH:10][C:11]=1[C:37]1[CH:42]=[CH:41][N:40]=[C:39]2[NH:43][C:44]([C:46]3[CH:47]=[N:48][N:49]([CH3:51])[CH:50]=3)=[N:45][C:38]=12)(=[O:3])[CH3:2]. (5) Given the reactants [Br:1][C:2]1[CH:7]=[CH:6][C:5]([Cl:8])=[CH:4][C:3]=1[CH2:9]Br.C([O-])([O-])=O.[K+].[K+].[CH3:17][O:18][CH2:19][CH2:20][O:21][C:22]1[CH:27]=[CH:26][C:25]([OH:28])=[CH:24][CH:23]=1, predict the reaction product. The product is: [Br:1][C:2]1[CH:7]=[CH:6][C:5]([Cl:8])=[CH:4][C:3]=1[CH2:9][O:28][C:25]1[CH:24]=[CH:23][C:22]([O:21][CH2:20][CH2:19][O:18][CH3:17])=[CH:27][CH:26]=1. (6) Given the reactants [Br:1][CH:2]([CH2:7]Br)[C:3]([O:5][CH3:6])=[O:4].C[N+]([O-])(C)C.[CH3:14][O-:15].[Na+].[Na], predict the reaction product. The product is: [Br:1][CH:2]([CH2:7][O:15][CH3:14])[C:3]([O:5][CH3:6])=[O:4]. (7) Given the reactants [Br:1][C:2]1[C:10]2[O:9][C:8]([CH3:12])([CH3:11])[CH:7](O)[C:6]=2[C:5]([CH3:14])=[C:4]([NH:15][C:16](=[O:22])[O:17][C:18]([CH3:21])([CH3:20])[CH3:19])[C:3]=1[CH3:23].[NH:24]1[CH2:28][CH2:27][CH2:26][CH2:25]1, predict the reaction product. The product is: [Br:1][C:2]1[C:10]2[O:9][C:8]([CH3:12])([CH3:11])[CH:7]([N:24]3[CH2:28][CH2:27][CH2:26][CH2:25]3)[C:6]=2[C:5]([CH3:14])=[C:4]([NH:15][C:16](=[O:22])[O:17][C:18]([CH3:19])([CH3:21])[CH3:20])[C:3]=1[CH3:23].